Dataset: NCI-60 drug combinations with 297,098 pairs across 59 cell lines. Task: Regression. Given two drug SMILES strings and cell line genomic features, predict the synergy score measuring deviation from expected non-interaction effect. (1) Drug 1: C1=NC2=C(N=C(N=C2N1C3C(C(C(O3)CO)O)O)F)N. Drug 2: CC1=C(C(=O)C2=C(C1=O)N3CC4C(C3(C2COC(=O)N)OC)N4)N. Cell line: T-47D. Synergy scores: CSS=10.2, Synergy_ZIP=-3.43, Synergy_Bliss=1.55, Synergy_Loewe=-14.3, Synergy_HSA=0.446. (2) Drug 2: CN(C(=O)NC(C=O)C(C(C(CO)O)O)O)N=O. Cell line: RXF 393. Synergy scores: CSS=27.8, Synergy_ZIP=0.745, Synergy_Bliss=-1.00, Synergy_Loewe=-55.1, Synergy_HSA=-1.19. Drug 1: CC=C1C(=O)NC(C(=O)OC2CC(=O)NC(C(=O)NC(CSSCCC=C2)C(=O)N1)C(C)C)C(C)C. (3) Drug 1: CC1C(C(=O)NC(C(=O)N2CCCC2C(=O)N(CC(=O)N(C(C(=O)O1)C(C)C)C)C)C(C)C)NC(=O)C3=C4C(=C(C=C3)C)OC5=C(C(=O)C(=C(C5=N4)C(=O)NC6C(OC(=O)C(N(C(=O)CN(C(=O)C7CCCN7C(=O)C(NC6=O)C(C)C)C)C)C(C)C)C)N)C. Drug 2: C1CN(CCN1C(=O)CCBr)C(=O)CCBr. Cell line: NCI/ADR-RES. Synergy scores: CSS=15.5, Synergy_ZIP=-5.75, Synergy_Bliss=-2.34, Synergy_Loewe=-6.35, Synergy_HSA=-1.62. (4) Drug 1: CC=C1C(=O)NC(C(=O)OC2CC(=O)NC(C(=O)NC(CSSCCC=C2)C(=O)N1)C(C)C)C(C)C. Drug 2: CCC1(C2=C(COC1=O)C(=O)N3CC4=CC5=C(C=CC(=C5CN(C)C)O)N=C4C3=C2)O.Cl. Cell line: NCI-H226. Synergy scores: CSS=61.3, Synergy_ZIP=-4.61, Synergy_Bliss=-6.17, Synergy_Loewe=-30.2, Synergy_HSA=-4.14.